Predict the reaction yield, written as a fraction of the theoretical maximum amount of product (1.0 means a 100% yield; for example, 0.34 means a 34% yield). From a dataset of Reaction yield outcomes from USPTO patents with 853,638 reactions. (1) The reactants are [Br:1][C:2]1[CH:3]=[C:4]2[C:8](=[CH:9][CH:10]=1)[N:7](C(=O)C)[CH2:6][CH2:5]2.C([O-])([O-])=O.[Na+].[Na+]. The catalyst is Cl. The product is [Br:1][C:2]1[CH:3]=[C:4]2[C:8](=[CH:9][CH:10]=1)[NH:7][CH2:6][CH2:5]2. The yield is 0.550. (2) The reactants are [CH3:1][O:2][C:3]1[CH:8]=[CH:7][C:6]([C@:9]23[CH2:22][CH:21]([C:23]#[N:24])[C:20](=[O:25])[C@@H:19]([CH3:26])[C@@H:10]2[CH2:11][CH2:12][C:13]2[CH:14]=[N:15][CH:16]=[N:17][C:18]=23)=[CH:5][CH:4]=1.BrN1C(C)(C)C(=O)N(Br)C1=O.N1C=CC=CC=1. The catalyst is CN(C)C=O.O. The product is [CH3:1][O:2][C:3]1[CH:8]=[CH:7][C:6]([C@:9]23[CH:22]=[C:21]([C:23]#[N:24])[C:20](=[O:25])[C@@H:19]([CH3:26])[C@@H:10]2[CH2:11][CH2:12][C:13]2[CH:14]=[N:15][CH:16]=[N:17][C:18]=23)=[CH:5][CH:4]=1. The yield is 0.440. (3) The reactants are [F:1][C:2]1[CH:7]=[CH:6][C:5]([F:8])=[CH:4][C:3]=1[CH:9]([S:20][C:21]1[CH:26]=[CH:25][C:24]([F:27])=[CH:23][CH:22]=1)[C:10]1[C:11]([CH3:19])=[CH:12][C:13]([C:16]([NH2:18])=[O:17])=[N:14][CH:15]=1.ClC1C=CC=C(C(OO)=[O:36])C=1. The catalyst is C(Cl)Cl. The product is [F:1][C:2]1[CH:7]=[CH:6][C:5]([F:8])=[CH:4][C:3]=1[CH:9]([S:20]([C:21]1[CH:26]=[CH:25][C:24]([F:27])=[CH:23][CH:22]=1)=[O:36])[C:10]1[C:11]([CH3:19])=[CH:12][C:13]([C:16]([NH2:18])=[O:17])=[N:14][CH:15]=1. The yield is 0.580. (4) The reactants are [CH:1]([N:4]1[CH2:9][CH2:8][C:7]([C:10]2[CH:31]=[CH:30][C:13]3[C:14]4[N:18]([CH2:19][CH2:20][O:21][C:12]=3[CH:11]=2)[CH:17]=[C:16]([C:22]2[N:23]([CH:27]([CH3:29])[CH3:28])[N:24]=[CH:25][N:26]=2)[N:15]=4)=[C:6]([C:32]([NH2:34])=[O:33])[CH2:5]1)([CH3:3])[CH3:2]. The catalyst is [Pt](=O)=O. The product is [CH:1]([N:4]1[CH2:9][CH2:8][CH:7]([C:10]2[CH:31]=[CH:30][C:13]3[C:14]4[N:18]([CH:17]=[C:16]([C:22]5[N:23]([CH:27]([CH3:29])[CH3:28])[N:24]=[CH:25][N:26]=5)[N:15]=4)[CH2:19][CH2:20][O:21][C:12]=3[CH:11]=2)[CH:6]([C:32]([NH2:34])=[O:33])[CH2:5]1)([CH3:2])[CH3:3]. The yield is 0.520. (5) The yield is 1.00. The reactants are [C:1]([C:3]1[CH:8]=[CH:7][C:6]([NH:9][C:10]2[C:21]([F:22])=[C:20]([F:23])[CH:19]=[CH:18][C:11]=2[C:12]([N:14]([O:16][CH3:17])[CH3:15])=[O:13])=[C:5]([F:24])[CH:4]=1)#[CH:2].[H][H]. The catalyst is O1CCCC1.[Pd]. The product is [CH2:1]([C:3]1[CH:8]=[CH:7][C:6]([NH:9][C:10]2[C:21]([F:22])=[C:20]([F:23])[CH:19]=[CH:18][C:11]=2[C:12]([N:14]([O:16][CH3:17])[CH3:15])=[O:13])=[C:5]([F:24])[CH:4]=1)[CH3:2].